From a dataset of Forward reaction prediction with 1.9M reactions from USPTO patents (1976-2016). Predict the product of the given reaction. (1) The product is: [ClH:27].[F:25][C:24]1[C:17]2[NH:16][C:15](=[O:26])[N:14]([CH:11]3[CH2:10][CH2:9][NH:8][CH2:13][CH2:12]3)[CH2:20][CH2:19][C:18]=2[CH:21]=[CH:22][CH:23]=1. Given the reactants C([N:8]1[CH2:13][CH2:12][CH:11]([N:14]2[CH2:20][CH2:19][C:18]3[CH:21]=[CH:22][CH:23]=[C:24]([F:25])[C:17]=3[NH:16][C:15]2=[O:26])[CH2:10][CH2:9]1)C1C=CC=CC=1.[Cl:27]C(OC(Cl)C)=O, predict the reaction product. (2) Given the reactants [F:1][C:2]1[CH:7]=[CH:6][C:5]([NH:8][C@H:9]2[CH2:13][CH2:12][CH2:11][C@H:10]2[C:14]([O:16]C)=O)=[CH:4][CH:3]=1.[Li+].C[Si]([N-][Si](C)(C)C)(C)C, predict the reaction product. The product is: [F:1][C:2]1[CH:7]=[CH:6][C:5]([N:8]2[C:14](=[O:16])[C@@H:10]3[C@H:9]2[CH2:13][CH2:12][CH2:11]3)=[CH:4][CH:3]=1. (3) Given the reactants [O-]CC.[Na+].[C:5]([C:8]1[O:9][CH:10]=[CH:11][CH:12]=1)(=[O:7])[CH3:6].[C:13](OCC)(=[O:19])[C:14]([O:16][CH2:17][CH3:18])=[O:15], predict the reaction product. The product is: [CH2:17]([O:16][C:14](=[O:15])[C:13](=[O:19])[CH2:6][C:5]([C:8]1[O:9][CH:10]=[CH:11][CH:12]=1)=[O:7])[CH3:18]. (4) Given the reactants [Br:1][C:2]1[CH:3]=[C:4]([CH:9]=[C:10]([C:12]2([C:15]([F:18])([F:17])[F:16])[CH2:14][CH2:13]2)[CH:11]=1)[C:5]([O:7]C)=[O:6].O[Li].O, predict the reaction product. The product is: [Br:1][C:2]1[CH:3]=[C:4]([CH:9]=[C:10]([C:12]2([C:15]([F:16])([F:17])[F:18])[CH2:13][CH2:14]2)[CH:11]=1)[C:5]([OH:7])=[O:6]. (5) Given the reactants [CH:1]1([CH2:4][CH2:5][N:6]2[C:14]3[C:9](=[CH:10][CH:11]=[CH:12][CH:13]=3)[C:8](=[O:15])[C:7]2=[O:16])[CH2:3][CH2:2]1.C(N1C2C(=CC=CC=2)C(=O)C1=O)CCCC.O1C2C=CC(O)=CC=2OC1.[CH3:43][C:44]1[S:45][C:46]2[CH:52]=[CH:51][C:50]([OH:53])=[CH:49][C:47]=2[N:48]=1, predict the reaction product. The product is: [OH:15][C:8]1([C:51]2[C:50]([OH:53])=[CH:49][C:47]3[N:48]=[C:44]([CH3:43])[S:45][C:46]=3[CH:52]=2)[C:9]2[C:14](=[CH:13][CH:12]=[CH:11][CH:10]=2)[N:6]([CH2:5][CH2:4][CH2:1][CH2:3][CH3:2])[C:7]1=[O:16]. (6) The product is: [CH3:16][C:15]1[NH:14][C:13]([CH3:17])=[C:8]2[C:7]=1[C:6]([CH2:5][C:4]1[CH:3]=[C:2]([CH:20]=[CH:19][CH:18]=1)[C:33]([OH:34])=[O:32])=[N:11][NH:10][C:9]2=[O:12]. Given the reactants Br[C:2]1[CH:3]=[C:4]([CH:18]=[CH:19][CH:20]=1)[CH2:5][C:6]1[C:7]2[C:8](=[C:13]([CH3:17])[NH:14][C:15]=2[CH3:16])[C:9](=[O:12])[NH:10][N:11]=1.C(N(C(C)C)C(C)C)C.CC[O:32][C:33](C)=[O:34], predict the reaction product. (7) Given the reactants FC(F)(F)C([NH:5][C:6]1[C:11]2[CH:12]([CH3:15])[CH2:13][O:14][C:10]=2[CH:9]=[CH:8][CH:7]=1)=O.O1CCCC1.CO.[OH-].[Li+], predict the reaction product. The product is: [CH3:15][CH:12]1[C:11]2=[C:6]([NH2:5])[CH:7]=[CH:8][CH:9]=[C:10]2[O:14][CH2:13]1. (8) Given the reactants CN(C)C(=O)C.Br[C:8]1[C:9]([NH:15][C:16]2[CH:21]=[CH:20][C:19]([S:22][CH3:23])=[CH:18][CH:17]=2)=[N:10][CH:11]=[C:12]([CH3:14])[CH:13]=1.C1CCN2C(=NCCC2)CC1, predict the reaction product. The product is: [CH3:14][C:12]1[CH:11]=[N:10][C:9]2[NH:15][C:16]3[C:21]([C:8]=2[CH:13]=1)=[CH:20][C:19]([S:22][CH3:23])=[CH:18][CH:17]=3. (9) Given the reactants [Cl:1][C:2]1[CH:27]=[C:26]([Cl:28])[CH:25]=[CH:24][C:3]=1[CH2:4][N:5]1[C:13]2[C:8](=[CH:9][C:10]([CH:14]=[C:15]3[S:19][C:18](SCC)=[N:17][C:16]3=[O:23])=[CH:11][CH:12]=2)[CH:7]=[N:6]1.[CH3:29][N:30]1[CH2:35][CH2:34][NH:33][CH2:32][CH2:31]1, predict the reaction product. The product is: [Cl:1][C:2]1[CH:27]=[C:26]([Cl:28])[CH:25]=[CH:24][C:3]=1[CH2:4][N:5]1[C:13]2[C:8](=[CH:9][C:10]([CH:14]=[C:15]3[S:19][C:18]([N:33]4[CH2:34][CH2:35][N:30]([CH3:29])[CH2:31][CH2:32]4)=[N:17][C:16]3=[O:23])=[CH:11][CH:12]=2)[CH:7]=[N:6]1. (10) Given the reactants [F-].C([N+](CCCC)(CCCC)CCCC)CCC.C([Si](C)(C)[O:24][CH2:25][CH2:26][O:27][C:28]1[CH:33]=[CH:32][C:31]([C:34]2[N:38]([C:39]3[CH:44]=[CH:43][C:42]([O:45][CH3:46])=[CH:41][CH:40]=3)[N:37]=[C:36]([C:47]([O:50][CH3:51])([CH3:49])[CH3:48])[CH:35]=2)=[CH:30][CH:29]=1)(C)(C)C, predict the reaction product. The product is: [CH3:51][O:50][C:47]([C:36]1[CH:35]=[C:34]([C:31]2[CH:32]=[CH:33][C:28]([O:27][CH2:26][CH2:25][OH:24])=[CH:29][CH:30]=2)[N:38]([C:39]2[CH:40]=[CH:41][C:42]([O:45][CH3:46])=[CH:43][CH:44]=2)[N:37]=1)([CH3:49])[CH3:48].